Dataset: Peptide-MHC class I binding affinity with 185,985 pairs from IEDB/IMGT. Task: Regression. Given a peptide amino acid sequence and an MHC pseudo amino acid sequence, predict their binding affinity value. This is MHC class I binding data. (1) The peptide sequence is VKKLWGHLP. The MHC is HLA-B44:02 with pseudo-sequence HLA-B44:02. The binding affinity (normalized) is 0.0847. (2) The peptide sequence is RQFPTAFEF. The MHC is Mamu-B52 with pseudo-sequence Mamu-B52. The binding affinity (normalized) is 0.845. (3) The peptide sequence is YITDYSNDI. The MHC is HLA-B27:03 with pseudo-sequence HLA-B27:03. The binding affinity (normalized) is 0.0847. (4) The peptide sequence is RRFFPYYVYNI. The MHC is HLA-B27:05 with pseudo-sequence HLA-B27:05. The binding affinity (normalized) is 0.362. (5) The peptide sequence is NTQGYFPDWQ. The MHC is HLA-A23:01 with pseudo-sequence HLA-A23:01. The binding affinity (normalized) is 0.00516. (6) The peptide sequence is SVMPAWQEK. The MHC is HLA-A24:03 with pseudo-sequence HLA-A24:03. The binding affinity (normalized) is 0.146. (7) The peptide sequence is RTRAIQTAL. The MHC is HLA-B07:02 with pseudo-sequence HLA-B07:02. The binding affinity (normalized) is 0.935.